Predict the product of the given reaction. From a dataset of Forward reaction prediction with 1.9M reactions from USPTO patents (1976-2016). (1) Given the reactants C([SiH](CC)CC)C.FC(F)(F)C(O)=O.[CH3:15][C:16]1[CH:17]=[CH:18][C:19]2[N:20]([N:22]=[C:23]([C:37]3[CH:42]=[CH:41][CH:40]=[CH:39][CH:38]=3)[C:24]=2[CH:25](O)[C:26]2[N:31]=[C:30]([C:32]([O:34][CH3:35])=[O:33])[CH:29]=[CH:28][CH:27]=2)[CH:21]=1.C(=O)(O)[O-].[Na+], predict the reaction product. The product is: [CH3:15][C:16]1[CH:17]=[CH:18][C:19]2[N:20]([N:22]=[C:23]([C:37]3[CH:42]=[CH:41][CH:40]=[CH:39][CH:38]=3)[C:24]=2[CH2:25][C:26]2[N:31]=[C:30]([C:32]([O:34][CH3:35])=[O:33])[CH:29]=[CH:28][CH:27]=2)[CH:21]=1. (2) Given the reactants [C:1]([O:4][CH2:5][C:6]1[C:11]([Br:12])=[CH:10][C:9]([F:13])=[CH:8][C:7]=1Br)(=[O:3])[CH3:2].[F:15][C:16]1[C:24]2[CH2:23][CH2:22][CH2:21][CH2:20][C:19]=2[N:18]2[CH2:25][CH2:26][NH:27][C:28](=[O:29])[C:17]=12.C(=O)([O-])[O-].[Cs+].[Cs+].CC1(C)C2C(=C(P(C3C=CC=CC=3)C3C=CC=CC=3)C=CC=2)OC2C(P(C3C=CC=CC=3)C3C=CC=CC=3)=CC=CC1=2, predict the reaction product. The product is: [C:1]([O:4][CH2:5][C:6]1[C:7]([N:27]2[CH2:26][CH2:25][N:18]3[C:19]4[CH2:20][CH2:21][CH2:22][CH2:23][C:24]=4[C:16]([F:15])=[C:17]3[C:28]2=[O:29])=[CH:8][C:9]([F:13])=[CH:10][C:11]=1[Br:12])(=[O:3])[CH3:2]. (3) Given the reactants [NH2:1][C:2]1[S:6][N:5]=[C:4]([CH3:7])[C:3]=1[C:8]([NH:10][C:11]1[CH:16]=[CH:15][C:14]([Cl:17])=[C:13]([Cl:18])[CH:12]=1)=[O:9].Cl[C:20]1[CH:29]=[N:28][C:27]2[C:22](=[CH:23][CH:24]=[C:25]([C:30]([F:33])([F:32])[F:31])[CH:26]=2)[N:21]=1.C(=O)([O-])[O-].[Cs+].[Cs+].CC1(C)C2C(=C(P(C3C=CC=CC=3)C3C=CC=CC=3)C=CC=2)OC2C(P(C3C=CC=CC=3)C3C=CC=CC=3)=CC=CC1=2, predict the reaction product. The product is: [Cl:18][C:13]1[CH:12]=[C:11]([NH:10][C:8]([C:3]2[C:4]([CH3:7])=[N:5][S:6][C:2]=2[NH:1][C:20]2[CH:29]=[N:28][C:27]3[C:22](=[CH:23][CH:24]=[C:25]([C:30]([F:31])([F:32])[F:33])[CH:26]=3)[N:21]=2)=[O:9])[CH:16]=[CH:15][C:14]=1[Cl:17]. (4) Given the reactants [CH2:1]([O:3][C:4](=[O:26])[CH2:5][O:6][C:7]1[CH:12]=[CH:11][C:10]([NH:13][C:14]([O:16][C:17]([CH3:20])([CH3:19])[CH3:18])=[O:15])=[CH:9][C:8]=1[CH2:21][CH2:22][CH2:23][O:24][CH3:25])[CH3:2].[H-].[Na+].[CH3:29]I, predict the reaction product. The product is: [CH2:1]([O:3][C:4](=[O:26])[CH2:5][O:6][C:7]1[CH:12]=[CH:11][C:10]([N:13]([C:14]([O:16][C:17]([CH3:20])([CH3:19])[CH3:18])=[O:15])[CH3:29])=[CH:9][C:8]=1[CH2:21][CH2:22][CH2:23][O:24][CH3:25])[CH3:2]. (5) Given the reactants S(Cl)(Cl)=O.[OH:5][C@@H:6]1[CH2:10][NH:9][C@@H:8]([C:11]([OH:13])=[O:12])[CH2:7]1.[CH3:14]O, predict the reaction product. The product is: [CH3:14][O:12][C:11]([C@H:8]1[CH2:7][C@H:6]([OH:5])[CH2:10][NH:9]1)=[O:13]. (6) Given the reactants [F:1][C:2]1[CH:3]=[C:4]([CH:13]=[CH:14][CH:15]=1)[O:5][C:6]1[CH:11]=[CH:10][CH:9]=[CH:8][C:7]=1Br.[Li:16]C(C)(C)C.CCCCC, predict the reaction product. The product is: [F:1][C:2]1[CH:3]=[C:4]([CH:13]=[CH:14][CH:15]=1)[O:5][C:6]1[CH:11]=[CH:10][CH:9]=[CH:8][C:7]=1[Li:16]. (7) The product is: [Cl:16][CH2:17][C:18]([NH:1][C:2]1[CH:3]=[C:4]([CH:9]([CH3:15])[C:10]([O:12][CH2:13][CH3:14])=[O:11])[CH:5]=[CH:6][C:7]=1[OH:8])=[O:19]. Given the reactants [NH2:1][C:2]1[CH:3]=[C:4]([CH:9]([CH3:15])[C:10]([O:12][CH2:13][CH3:14])=[O:11])[CH:5]=[CH:6][C:7]=1[OH:8].[Cl:16][CH2:17][C:18](Cl)=[O:19].O, predict the reaction product.